This data is from Full USPTO retrosynthesis dataset with 1.9M reactions from patents (1976-2016). The task is: Predict the reactants needed to synthesize the given product. Given the product [CH3:1][O:2][C:3]1[CH:8]=[CH:7][C:6]([NH:9][C:10]2[C:19]3[C:14](=[CH:15][CH:16]=[C:17]([C:20](=[O:23])[NH:21][CH3:22])[CH:18]=3)[N:13]=[CH:12][C:11]=2[C:24]([O:26][CH2:37][N:38]([CH3:47])[C:39](=[O:46])[C:40]2[CH:41]=[CH:42][CH:43]=[CH:44][CH:45]=2)=[O:25])=[CH:5][CH:4]=1, predict the reactants needed to synthesize it. The reactants are: [CH3:1][O:2][C:3]1[CH:8]=[CH:7][C:6]([NH:9][C:10]2[C:19]3[C:14](=[CH:15][CH:16]=[C:17]([C:20](=[O:23])[NH:21][CH3:22])[CH:18]=3)[N:13]=[CH:12][C:11]=2[C:24]([OH:26])=[O:25])=[CH:5][CH:4]=1.C(N(CC)C(C)C)(C)C.Cl[CH2:37][N:38]([CH3:47])[C:39](=[O:46])[C:40]1[CH:45]=[CH:44][CH:43]=[CH:42][CH:41]=1.